Dataset: Forward reaction prediction with 1.9M reactions from USPTO patents (1976-2016). Task: Predict the product of the given reaction. (1) Given the reactants C(O)(C(F)(F)F)=O.Cl[C:9]([O:11][C:12]1[CH:17]=[CH:16][C:15]([CH2:18][C:19]2[CH:24]=[CH:23][C:22]([C:25]([F:28])([F:27])[F:26])=[CH:21][CH:20]=2)=[CH:14][CH:13]=1)=[O:10].[CH3:29][C:30]1[CH:35]=[CH:34][N:33]=[C:32]([CH2:36][CH:37]2[CH2:42][CH2:41][NH:40][CH2:39][CH2:38]2)[CH:31]=1, predict the reaction product. The product is: [F:26][C:25]([F:28])([F:27])[C:22]1[CH:23]=[CH:24][C:19]([CH2:18][C:15]2[CH:16]=[CH:17][C:12]([O:11][C:9]([N:40]3[CH2:41][CH2:42][CH:37]([CH2:36][C:32]4[CH:31]=[C:30]([CH3:29])[CH:35]=[CH:34][N:33]=4)[CH2:38][CH2:39]3)=[O:10])=[CH:13][CH:14]=2)=[CH:20][CH:21]=1. (2) Given the reactants [BH4-].[Na+].[CH2:3]([NH:10][C:11]1[CH:16]=[C:15]([CH2:17][CH2:18][CH2:19][CH2:20][CH3:21])[N:14]=[C:13]([N:22]([CH2:32][C:33]2[CH:38]=[CH:37][C:36]([O:39][CH3:40])=[CH:35][CH:34]=2)[CH2:23][C:24]2[CH:29]=[CH:28][C:27]([O:30][CH3:31])=[CH:26][CH:25]=2)[C:12]=1[N+:41]([O-])=O)[C:4]1[CH:9]=[CH:8][CH:7]=[CH:6][CH:5]=1, predict the reaction product. The product is: [CH2:3]([NH:10][C:11]1[CH:16]=[C:15]([CH2:17][CH2:18][CH2:19][CH2:20][CH3:21])[N:14]=[C:13]([N:22]([CH2:23][C:24]2[CH:25]=[CH:26][C:27]([O:30][CH3:31])=[CH:28][CH:29]=2)[CH2:32][C:33]2[CH:34]=[CH:35][C:36]([O:39][CH3:40])=[CH:37][CH:38]=2)[C:12]=1[NH2:41])[C:4]1[CH:5]=[CH:6][CH:7]=[CH:8][CH:9]=1. (3) The product is: [Si:22]([O:21][C@@H:20]1[C@H:19]([CH2:15][O:14][Si:7]([C:10]([CH3:12])([CH3:11])[CH3:13])([CH3:9])[CH3:8])[CH2:18][C@@H:17]([O:29][C:30]2[CH:35]=[CH:34][N:33]=[C:32]([NH:47][C@@H:43]3[C:44]4[C:40](=[CH:39][C:38]([Cl:37])=[CH:46][CH:45]=4)[C:41]([CH3:49])([CH3:48])[CH2:42]3)[CH:31]=2)[CH2:16]1)([C:25]([CH3:27])([CH3:28])[CH3:26])([CH3:24])[CH3:23]. Given the reactants CC(C)([O-])C.[K+].[Si:7]([O:14][C@@H:15]1[C@H:19]([CH2:20][O:21][Si:22]([C:25]([CH3:28])([CH3:27])[CH3:26])([CH3:24])[CH3:23])[CH2:18][C@@H:17]([O:29][C:30]2[CH:35]=[CH:34][N:33]=[C:32](Cl)[CH:31]=2)[CH2:16]1)([C:10]([CH3:13])([CH3:12])[CH3:11])([CH3:9])[CH3:8].[Cl:37][C:38]1[CH:39]=[C:40]2[C:44](=[CH:45][CH:46]=1)[C@@H:43]([NH2:47])[CH2:42][C:41]2([CH3:49])[CH3:48].CCOC(C)=O, predict the reaction product. (4) The product is: [Cl:17][C:10]1[C:11]2[C:6](=[CH:5][CH:4]=[C:3]([O:2][CH3:1])[CH:12]=2)[C:7]([CH3:14])=[N:8][N:9]=1. Given the reactants [CH3:1][O:2][C:3]1[CH:12]=[C:11]2[C:6]([C:7]([CH3:14])=[N:8][NH:9][C:10]2=O)=[CH:5][CH:4]=1.P(Cl)(Cl)([Cl:17])=O, predict the reaction product. (5) Given the reactants [F:1][C:2]1[CH:3]=[C:4]([O:8]C(=O)CCCCl)[CH:5]=[CH:6][CH:7]=1.[Cl-].[Al+3].[Cl-].[Cl-].[OH2:19], predict the reaction product. The product is: [F:1][C:2]1[CH:7]=[C:6]2[C:5](=[C:4]([OH:8])[CH:3]=1)[C:6](=[O:19])[CH2:7][CH:2]2[CH3:3]. (6) Given the reactants [N:1]1[C:10]2[C:5](=[CH:6][CH:7]=[CH:8][CH:9]=2)[CH:4]=[CH:3][C:2]=1/[CH:11]=[CH:12]/[C:13]1[S:14][CH:15]=[C:16]([C:18]([O-:20])=[O:19])[N:17]=1.[OH-].[Na+], predict the reaction product. The product is: [N:1]1[C:10]2[C:5](=[CH:6][CH:7]=[CH:8][CH:9]=2)[CH:4]=[CH:3][C:2]=1/[CH:11]=[CH:12]/[C:13]1[S:14][CH:15]=[C:16]([C:18]([OH:20])=[O:19])[N:17]=1. (7) Given the reactants [O:1]=[C:2]1[N:7]([C:8]2[CH:13]=[CH:12][CH:11]=[CH:10][CH:9]=2)[C:6]2[N:14]=[CH:15][CH:16]=[CH:17][C:5]=2[N:4]=[C:3]1[C:18]([O:20]CC)=[O:19].Cl, predict the reaction product. The product is: [O:1]=[C:2]1[N:7]([C:8]2[CH:9]=[CH:10][CH:11]=[CH:12][CH:13]=2)[C:6]2[N:14]=[CH:15][CH:16]=[CH:17][C:5]=2[N:4]=[C:3]1[C:18]([OH:20])=[O:19]. (8) Given the reactants Cl[C:2]1[N:22]=[C:5]2[C:6]([C:10]3[CH:15]=[C:14]([Cl:16])[CH:13]=[CH:12][C:11]=3[O:17][CH2:18][CH:19]([F:21])[F:20])=[CH:7][CH:8]=[CH:9][N:4]2[N:3]=1.[C:23]([O:27][C:28]([N:30]1[CH2:36][CH2:35][C:34]2[CH:37]=[CH:38][C:39]([NH2:41])=[CH:40][C:33]=2[CH2:32][CH2:31]1)=[O:29])([CH3:26])([CH3:25])[CH3:24], predict the reaction product. The product is: [C:23]([O:27][C:28]([N:30]1[CH2:36][CH2:35][C:34]2[CH:37]=[CH:38][C:39]([NH:41][C:2]3[N:22]=[C:5]4[C:6]([C:10]5[CH:15]=[C:14]([Cl:16])[CH:13]=[CH:12][C:11]=5[O:17][CH2:18][CH:19]([F:21])[F:20])=[CH:7][CH:8]=[CH:9][N:4]4[N:3]=3)=[CH:40][C:33]=2[CH2:32][CH2:31]1)=[O:29])([CH3:26])([CH3:24])[CH3:25]. (9) Given the reactants [CH:1]([C@@H:4]1[CH2:16][CH2:15][C@@H:14]([CH3:17])[CH2:13][C:5]21[CH:7]([C:8]([O:10]CC)=[O:9])[CH2:6]2)([CH3:3])[CH3:2].C1(C(OCC)=O)C2(CCCCC2)C1, predict the reaction product. The product is: [CH:1]([C@@H:4]1[CH2:16][CH2:15][C@@H:14]([CH3:17])[CH2:13][C:5]21[CH:7]([C:8]([OH:10])=[O:9])[CH2:6]2)([CH3:3])[CH3:2]. (10) The product is: [NH2:59][C:55]([CH3:58])([CH3:54])[CH2:56][NH:57][C:12]([C:8]1[N:6]2[CH:7]=[C:2]([Cl:1])[CH:3]=[C:4]([O:15][CH2:16][C:17]3[C:22]([F:23])=[CH:21][CH:20]=[CH:19][C:18]=3[F:24])[C:5]2=[N:10][C:9]=1[CH3:11])=[O:13]. Given the reactants [Cl:1][C:2]1[CH:3]=[C:4]([O:15][CH2:16][C:17]2[C:22]([F:23])=[CH:21][CH:20]=[CH:19][C:18]=2[F:24])[C:5]2[N:6]([C:8]([C:12](O)=[O:13])=[C:9]([CH3:11])[N:10]=2)[CH:7]=1.F[B-](F)(F)F.N1(O[C+](N(C)C)N(C)C)C2C=CC=CC=2N=N1.CN1CCOCC1.[CH3:54][C:55]([NH2:59])([CH3:58])[CH2:56][NH2:57], predict the reaction product.